Predict the reaction yield, written as a fraction of the theoretical maximum amount of product (1.0 means a 100% yield; for example, 0.34 means a 34% yield). From a dataset of Reaction yield outcomes from USPTO patents with 853,638 reactions. The product is [CH2:21]([O:23][C:24](=[O:31])[CH2:25][CH2:26][CH2:27][CH2:28][CH2:29][N:9]1[C@H:8]([C:3]2[C:2]([CH3:1])=[CH:7][CH:6]=[CH:5][N:4]=2)[CH2:13][CH2:12][CH2:11][C@@H:10]1[C:14]1[C:19]([CH3:20])=[CH:18][CH:17]=[CH:16][N:15]=1)[CH3:22]. The catalyst is CC#N. The reactants are [CH3:1][C:2]1[C:3]([C@H:8]2[CH2:13][CH2:12][CH2:11][C@@H:10]([C:14]3[C:19]([CH3:20])=[CH:18][CH:17]=[CH:16][N:15]=3)[NH:9]2)=[N:4][CH:5]=[CH:6][CH:7]=1.[CH2:21]([O:23][C:24](=[O:31])[CH2:25][CH2:26][CH2:27][CH2:28][CH2:29]Br)[CH3:22].CCN(C(C)C)C(C)C. The yield is 0.900.